From a dataset of Catalyst prediction with 721,799 reactions and 888 catalyst types from USPTO. Predict which catalyst facilitates the given reaction. (1) Reactant: Cl[CH2:2][C:3]([NH:5][C:6]1[CH:25]=[N:24][CH:23]=[CH:22][C:7]=1[C:8]([NH:10][CH2:11][C:12]1[CH:17]=[CH:16][C:15]([O:18][CH3:19])=[CH:14][C:13]=1[O:20][CH3:21])=[O:9])=O.[Br:26][C:27]1[CH:32]=[CH:31][CH:30]=[CH:29][C:28]=1[OH:33].C(=O)([O-])[O-].[Cs+].[Cs+]. Product: [Br:26][C:27]1[CH:32]=[CH:31][CH:30]=[CH:29][C:28]=1[O:33][CH2:2][C:3]1[N:10]([CH2:11][C:12]2[CH:17]=[CH:16][C:15]([O:18][CH3:19])=[CH:14][C:13]=2[O:20][CH3:21])[C:8](=[O:9])[C:7]2[CH:22]=[CH:23][N:24]=[CH:25][C:6]=2[N:5]=1. The catalyst class is: 47. (2) Reactant: [CH2:1]([CH:3]1[C:8]2=[N:9][CH:10]=[CH:11][N:12]=[C:7]2[CH:6]=[CH:5][N:4]1[C:13]([O:15][C:16]1[CH:21]=[CH:20][CH:19]=[CH:18][CH:17]=1)=[O:14])[CH3:2]. Product: [CH2:1]([CH:3]1[C:8]2=[N:9][CH:10]=[CH:11][N:12]=[C:7]2[CH2:6][CH2:5][N:4]1[C:13]([O:15][C:16]1[CH:21]=[CH:20][CH:19]=[CH:18][CH:17]=1)=[O:14])[CH3:2]. The catalyst class is: 153. (3) Reactant: [NH2:1][C:2]1[CH:3]=[C:4]([NH:8][C:9](=[O:11])[CH3:10])[CH:5]=[CH:6][CH:7]=1.Br[CH:13]([C:19]1[CH:24]=[CH:23][CH:22]=[CH:21][CH:20]=1)[C:14]([O:16][CH2:17][CH3:18])=[O:15].CCN(C(C)C)C(C)C. Product: [CH2:17]([O:16][C:14](=[O:15])[CH:13]([NH:1][C:2]1[CH:7]=[CH:6][CH:5]=[C:4]([NH:8][C:9](=[O:11])[CH3:10])[CH:3]=1)[C:19]1[CH:24]=[CH:23][CH:22]=[CH:21][CH:20]=1)[CH3:18]. The catalyst class is: 10. (4) Reactant: Cl[C:2]1[C:11]2[CH2:10][CH2:9][CH2:8][CH:7]([OH:12])[C:6]=2[N:5]=[C:4]([CH3:13])[CH:3]=1.[NH:14]1[CH2:18][CH2:17][CH2:16][C:15]1=O.[OH-].[Na+]. Product: [CH3:13][C:4]1[CH:3]=[C:2]([N:14]2[CH2:18][CH2:17][CH2:16][CH2:15]2)[C:11]2[CH2:10][CH2:9][CH2:8][CH:7]([OH:12])[C:6]=2[N:5]=1. The catalyst class is: 6. (5) Reactant: Cl.[O:2]([NH2:4])[CH3:3].C(=O)([O-])[O-].[K+].[K+].[NH:11]1[C:16]2[CH:17]=[CH:18][CH:19]=[N:20][C:15]=2[C:14](=O)[O:13]C1=O. Product: [NH2:11][C:16]1[C:15]([C:14]([NH:4][O:2][CH3:3])=[O:13])=[N:20][CH:19]=[CH:18][CH:17]=1. The catalyst class is: 6.